Task: Predict which catalyst facilitates the given reaction.. Dataset: Catalyst prediction with 721,799 reactions and 888 catalyst types from USPTO (1) Reactant: Br[C:2]1[S:6][C:5]([CH:7]2[CH2:12][CH2:11][O:10][CH2:9][CH2:8]2)=[N:4][C:3]=1[C:13]1[C:14]([F:34])=[C:15]([N:19]([CH2:31][O:32][CH3:33])[S:20]([C:23]2[CH:28]=[C:27]([F:29])[CH:26]=[CH:25][C:24]=2[F:30])(=[O:22])=[O:21])[CH:16]=[CH:17][CH:18]=1.C(=O)([O-])[O-].[Cs+].[Cs+].C(Cl)Cl.CO[CH2:46][CH2:47]OC.O. Product: [F:30][C:24]1[CH:25]=[CH:26][C:27]([F:29])=[CH:28][C:23]=1[S:20]([N:19]([C:15]1[CH:16]=[CH:17][CH:18]=[C:13]([C:3]2[N:4]=[C:5]([CH:7]3[CH2:12][CH2:11][O:10][CH2:9][CH2:8]3)[S:6][C:2]=2[C:47]2[CH:46]=[CH:31][N:19]=[CH:15][C:14]=2[F:34])[C:14]=1[F:34])[CH2:31][O:32][CH3:33])(=[O:22])=[O:21]. The catalyst class is: 140. (2) Reactant: Br[C:2]1[CH:7]=[C:6]([CH3:8])[CH:5]=[CH:4][C:3]=1[N:9]([CH2:15][O:16][CH2:17][CH2:18][Si:19]([CH3:22])([CH3:21])[CH3:20])[C:10](=[O:14])[C:11]([CH3:13])=[CH2:12].C([SnH](CCCC)CCCC)CCC.N(C1(C#N)CCCCC1)=NC1(C#N)CCCCC1. Product: [CH3:12][C:11]1([CH3:13])[C:4]2[C:3](=[CH:2][CH:7]=[C:6]([CH3:8])[CH:5]=2)[N:9]([CH2:15][O:16][CH2:17][CH2:18][Si:19]([CH3:22])([CH3:21])[CH3:20])[C:10]1=[O:14]. The catalyst class is: 11.